Regression. Given two drug SMILES strings and cell line genomic features, predict the synergy score measuring deviation from expected non-interaction effect. From a dataset of NCI-60 drug combinations with 297,098 pairs across 59 cell lines. Drug 1: C(=O)(N)NO. Synergy scores: CSS=-1.81, Synergy_ZIP=-0.156, Synergy_Bliss=-2.17, Synergy_Loewe=-1.78, Synergy_HSA=-3.11. Drug 2: C1CCC(C(C1)N)N.C(=O)(C(=O)[O-])[O-].[Pt+4]. Cell line: SK-OV-3.